This data is from Forward reaction prediction with 1.9M reactions from USPTO patents (1976-2016). The task is: Predict the product of the given reaction. (1) Given the reactants [S:1]1[C:5]2[CH:6]=[CH:7][CH:8]=[CH:9][C:4]=2[C:3]([CH2:10][CH2:11]O)=[CH:2]1.C1(P(C2C=CC=CC=2)C2C=CC=CC=2)C=CC=CC=1.[I:32]I.N1C=CN=C1, predict the reaction product. The product is: [S:1]1[C:5]2[CH:6]=[CH:7][CH:8]=[CH:9][C:4]=2[C:3]([CH2:10][CH2:11][I:32])=[CH:2]1. (2) Given the reactants C([O:8][CH2:9][C:10]1[S:11][CH:12]=[C:13]([C:15]2[CH:20]=[CH:19][C:18]([Cl:21])=[CH:17][CH:16]=2)[N:14]=1)C1C=CC=CC=1.B(Br)(Br)Br.C([O-])(O)=O.[Na+], predict the reaction product. The product is: [Cl:21][C:18]1[CH:17]=[CH:16][C:15]([C:13]2[N:14]=[C:10]([CH2:9][OH:8])[S:11][CH:12]=2)=[CH:20][CH:19]=1. (3) Given the reactants [CH3:1][O:2][C:3](=[O:18])[CH2:4][C:5]1[N:6]=[C:7]([C:11]2[CH:16]=[CH:15][C:14]([Br:17])=[CH:13][CH:12]=2)[O:8][C:9]=1[CH3:10].[CH:19]([N-]C(C)C)(C)C.[Li+].CI, predict the reaction product. The product is: [CH3:1][O:2][C:3](=[O:18])[CH:4]([C:5]1[N:6]=[C:7]([C:11]2[CH:12]=[CH:13][C:14]([Br:17])=[CH:15][CH:16]=2)[O:8][C:9]=1[CH3:10])[CH3:19].